Predict the product of the given reaction. From a dataset of Forward reaction prediction with 1.9M reactions from USPTO patents (1976-2016). (1) Given the reactants Br[C:2]1[CH:3]=[CH:4][C:5]2[NH:10][C:9](=[O:11])[O:8][C:7]([CH2:14][CH3:15])([CH2:12][CH3:13])[C:6]=2[CH:16]=1.C(N)(=O)/C=C/C.[CH3:23][CH:24]([CH3:30])/[CH:25]=[CH:26]/[C:27]([NH2:29])=[O:28], predict the reaction product. The product is: [CH2:12]([C:7]1([CH2:14][CH3:15])[C:6]2[CH:16]=[C:2](/[C:25](/[CH:24]([CH3:30])[CH3:23])=[CH:26]/[C:27]([NH2:29])=[O:28])[CH:3]=[CH:4][C:5]=2[NH:10][C:9](=[O:11])[O:8]1)[CH3:13]. (2) Given the reactants [CH2:1]([O:3][C:4]([CH:9]1[CH2:11][CH2:10]1)=[N:5][CH2:6][C:7]#[N:8])C.CC(C)([O-])C.[K+].C(OCC)=O, predict the reaction product. The product is: [CH:9]1([C:4]2[O:3][CH:1]=[C:6]([C:7]#[N:8])[N:5]=2)[CH2:11][CH2:10]1. (3) Given the reactants [F:1][C:2]1[CH:3]=[C:4]2[C:9](=[CH:10][CH:11]=1)[C:8]([N:12]1[CH2:17][CH2:16][N:15]([CH2:18][CH2:19][C@H:20]3[C:25]4[CH:26]=[CH:27][C:28]([NH2:30])=[CH:29][C:24]=4[CH2:23][CH2:22][O:21]3)[C@@H:14]([CH3:31])[CH2:13]1)=[CH:7][CH:6]=[CH:5]2.N1C=CC=CC=1.Cl[C:39]([O:41][CH2:42][CH2:43]Cl)=[O:40], predict the reaction product. The product is: [F:1][C:2]1[CH:3]=[C:4]2[C:9](=[CH:10][CH:11]=1)[C:8]([N:12]1[CH2:17][CH2:16][N:15]([CH2:18][CH2:19][C@H:20]3[C:25]4[CH:26]=[CH:27][C:28]([N:30]5[CH2:43][CH2:42][O:41][C:39]5=[O:40])=[CH:29][C:24]=4[CH2:23][CH2:22][O:21]3)[C@H:14]([CH3:31])[CH2:13]1)=[CH:7][CH:6]=[CH:5]2. (4) Given the reactants [Br:1][C:2]1[C:3]([OH:15])=[C:4](/[CH:9]=[CH:10]/[C:11]([O:13]C)=O)[CH:5]=[C:6]([Cl:8])[CH:7]=1, predict the reaction product. The product is: [Br:1][C:2]1[CH:7]=[C:6]([Cl:8])[CH:5]=[C:4]2[C:3]=1[O:15][C:11](=[O:13])[CH:10]=[CH:9]2.